This data is from Full USPTO retrosynthesis dataset with 1.9M reactions from patents (1976-2016). The task is: Predict the reactants needed to synthesize the given product. Given the product [F:48][C:45]1[N:44]=[CH:43][C:42]([C:34]2[CH:33]=[C:32]([C:30]([NH:29][CH2:28][C@H:25]3[CH2:26][CH2:27][C@H:22]([CH2:21][NH:20][C:1](=[O:19])[O:12][CH:13]4[CH2:14][CH2:15][O:16][CH2:17][CH2:18]4)[CH2:23][CH2:24]3)=[O:31])[C:41]3[C:36](=[CH:37][CH:38]=[CH:39][CH:40]=3)[N:35]=2)=[CH:47][CH:46]=1, predict the reactants needed to synthesize it. The reactants are: [C:1](=[O:19])([O:12][CH:13]1[CH2:18][CH2:17][O:16][CH2:15][CH2:14]1)OC1C=CC([N+]([O-])=O)=CC=1.[NH2:20][CH2:21][C@H:22]1[CH2:27][CH2:26][C@H:25]([CH2:28][NH:29][C:30]([C:32]2[C:41]3[C:36](=[CH:37][CH:38]=[CH:39][CH:40]=3)[N:35]=[C:34]([C:42]3[CH:43]=[N:44][C:45]([F:48])=[CH:46][CH:47]=3)[CH:33]=2)=[O:31])[CH2:24][CH2:23]1.